Regression. Given a peptide amino acid sequence and an MHC pseudo amino acid sequence, predict their binding affinity value. This is MHC class I binding data. From a dataset of Peptide-MHC class I binding affinity with 185,985 pairs from IEDB/IMGT. (1) The peptide sequence is IHAEFQASL. The MHC is HLA-B27:05 with pseudo-sequence HLA-B27:05. The binding affinity (normalized) is 0.0847. (2) The peptide sequence is HSDTHGLYW. The MHC is HLA-B40:01 with pseudo-sequence HLA-B40:01. The binding affinity (normalized) is 0.0847. (3) The peptide sequence is ATPPGSVTV. The MHC is Mamu-A01 with pseudo-sequence Mamu-A01. The binding affinity (normalized) is 0.889. (4) The peptide sequence is RTLTLFNV. The MHC is Mamu-A01 with pseudo-sequence Mamu-A01. The binding affinity (normalized) is 0.222.